Dataset: Full USPTO retrosynthesis dataset with 1.9M reactions from patents (1976-2016). Task: Predict the reactants needed to synthesize the given product. Given the product [Cl:1][C:2]1[C:7]([C:8]([F:9])([F:10])[F:11])=[CH:6][CH:5]=[CH:4][C:3]=1[NH2:12], predict the reactants needed to synthesize it. The reactants are: [Cl:1][C:2]1[C:7]([C:8]([F:11])([F:10])[F:9])=[CH:6][CH:5]=[CH:4][C:3]=1[NH:12]C(=O)OC(C)(C)C.Cl.C(OCC)C.